Dataset: Catalyst prediction with 721,799 reactions and 888 catalyst types from USPTO. Task: Predict which catalyst facilitates the given reaction. Reactant: Br[C:2]1[CH:11]=[CH:10][C:9]2[N:8]=[CH:7][CH:6]=[CH:5][C:4]=2[C:3]=1[C:12]#[N:13].C[O-].[Na+].[C:17]([O:21][CH2:22][CH3:23])(=[O:20])[CH2:18][SH:19]. Product: [NH2:13][C:12]1[C:3]2=[C:4]3[C:9](=[CH:10][CH:11]=[C:2]2[S:19][C:18]=1[C:17]([O:21][CH2:22][CH3:23])=[O:20])[N:8]=[CH:7][CH:6]=[CH:5]3. The catalyst class is: 5.